From a dataset of Reaction yield outcomes from USPTO patents with 853,638 reactions. Predict the reaction yield, written as a fraction of the theoretical maximum amount of product (1.0 means a 100% yield; for example, 0.34 means a 34% yield). (1) The reactants are [OH:1][C@H:2]1[CH2:7][CH2:6][C@H:5]([N:8]2[C:13](=[O:14])[C:12]([CH2:15][C:16]3[CH:21]=[CH:20][C:19]([C:22]4[C:23]([C:28]#[N:29])=[CH:24][CH:25]=[CH:26][CH:27]=4)=[CH:18][CH:17]=3)=[C:11]([CH2:30][CH2:31][CH3:32])[N:10]3[N:33]=[C:34]([CH3:36])[N:35]=[C:9]23)[CH2:4][CH2:3]1.[CH2:37]([O:39][C:40](=[O:46])[C:41](=[N+]=[N-])[CH2:42][CH3:43])[CH3:38].O. The catalyst is C1(C)C=CC=CC=1.C([O-])(=O)C.[Rh+2].C([O-])(=O)C. The product is [C:28]([C:23]1[CH:24]=[CH:25][CH:26]=[CH:27][C:22]=1[C:19]1[CH:20]=[CH:21][C:16]([CH2:15][C:12]2[C:13](=[O:14])[N:8]([C@H:5]3[CH2:6][CH2:7][C@H:2]([O:1][CH:41]([CH2:42][CH3:43])[C:40]([O:39][CH2:37][CH3:38])=[O:46])[CH2:3][CH2:4]3)[C:9]3[N:10]([N:33]=[C:34]([CH3:36])[N:35]=3)[C:11]=2[CH2:30][CH2:31][CH3:32])=[CH:17][CH:18]=1)#[N:29]. The yield is 0.730. (2) The reactants are [O:1]=[C:2]([C:6]1[CH:11]=[CH:10][CH:9]=[CH:8][CH:7]=1)[CH2:3][C:4]#[N:5].[OH-].[Na+].Cl.[NH2:15]O.Cl. The catalyst is O.CCO. The product is [C:6]1([C:2]2[O:1][N:5]=[C:4]([NH2:15])[CH:3]=2)[CH:11]=[CH:10][CH:9]=[CH:8][CH:7]=1. The yield is 0.680. (3) The reactants are [C:1]([NH:4][C:5]1[CH:6]=[C:7]2[C:11](=[CH:12][CH:13]=1)[CH2:10][CH2:9][CH2:8]2)(=[O:3])[CH3:2].[C:14](Cl)(=[O:21])[C:15]1[CH:20]=[CH:19][CH:18]=[CH:17][CH:16]=1.[Al+3].[Cl-].[Cl-].[Cl-].Cl. The catalyst is C(Cl)Cl.O. The product is [C:1]([NH:4][C:5]1[CH:6]=[C:7]2[C:11](=[CH:12][C:13]=1[C:14](=[O:21])[C:15]1[CH:20]=[CH:19][CH:18]=[CH:17][CH:16]=1)[CH2:10][CH2:9][CH2:8]2)(=[O:3])[CH3:2]. The yield is 0.130. (4) The reactants are C1(O)C=CC(C2C=CC(O)=CC=2)=CC=1.C([O-])([O-])=O.[K+].[K+].[N+]([C:24]1[CH:25]=[C:26]([C:32]#[N:33])[C:27](=[CH:30][CH:31]=1)[C:28]#[N:29])([O-])=O.Cl. The catalyst is CN(C)C=O.C1(C)C=CC=CC=1. The product is [C:32](#[N:33])[C:26]1[C:27](=[CH:30][CH:31]=[CH:24][CH:25]=1)[C:28]#[N:29]. The yield is 0.900. (5) The reactants are [OH:1][N:2]=[C:3](Cl)[C:4]1[C:8]([NH:9][CH2:10][CH2:11][O:12][CH3:13])=[N:7][O:6][N:5]=1.[NH2:15][C:16]1[CH:17]=[CH:18][C:19]([F:24])=[C:20]([CH:23]=1)[C:21]#[N:22]. The yield is 1.00. No catalyst specified. The product is [C:21]([C:20]1[CH:23]=[C:16]([NH:15][C:3]([C:4]2[C:8]([NH:9][CH2:10][CH2:11][O:12][CH3:13])=[N:7][O:6][N:5]=2)=[N:2][OH:1])[CH:17]=[CH:18][C:19]=1[F:24])#[N:22]. (6) The reactants are [CH3:1][O:2][C:3]([C:5]1[C:10]([O:11][CH2:12][C:13]2[CH:18]=[CH:17][CH:16]=[CH:15][CH:14]=2)=[C:9]([N:19]=[N+]=[N-])[CH:8]=[C:7]([Br:22])[N:6]=1)=[O:4].[BH4-].[Na+].CCOC(C)=O. The catalyst is CO. The product is [CH3:1][O:2][C:3]([C:5]1[C:10]([O:11][CH2:12][C:13]2[CH:14]=[CH:15][CH:16]=[CH:17][CH:18]=2)=[C:9]([NH2:19])[CH:8]=[C:7]([Br:22])[N:6]=1)=[O:4]. The yield is 0.840. (7) The reactants are [Cl:1][C:2]1[CH:40]=[CH:39][C:5]2[N:6](CC3C=CC(OC)=CC=3)[C:7](=[O:29])[CH:8]([CH2:21][C:22]3[CH:27]=[CH:26][CH:25]=[CH:24][C:23]=3[Cl:28])[N:9]=[C:10]([C:11]3[CH:20]=[CH:19][C:14]4[NH:15][C:16](=[O:18])[NH:17][C:13]=4[CH:12]=3)[C:4]=2[CH:3]=1.[Cl-].[Al+3].[Cl-].[Cl-]. The catalyst is C1(OC)C=CC=CC=1. The product is [Cl:1][C:2]1[CH:40]=[CH:39][C:5]2[NH:6][C:7](=[O:29])[CH:8]([CH2:21][C:22]3[CH:27]=[CH:26][CH:25]=[CH:24][C:23]=3[Cl:28])[N:9]=[C:10]([C:11]3[CH:20]=[CH:19][C:14]4[NH:15][C:16](=[O:18])[NH:17][C:13]=4[CH:12]=3)[C:4]=2[CH:3]=1. The yield is 0.440. (8) The reactants are C(#N)C.C(=O)([O-])[O-].[K+].[K+].[F:10][C:11]1[CH:12]=[CH:13][C:14]2[N:15]([CH:17]=[C:18]([C:20]([NH:22][C@H:23]3[CH2:28][CH2:27][C@@H:26]([N:29]4[C:34](=[O:35])[C:33]5[CH:36]=[C:37]([F:40])[CH:38]=[N:39][C:32]=5[N:31]([C:41]5[CH:46]=[CH:45][CH:44]=[C:43](B6OC(C)(C)C(C)(C)O6)[CH:42]=5)[C:30]4=[O:56])[CH2:25][CH2:24]3)=[O:21])[N:19]=2)[CH:16]=1.[OH:57][C:58]1[CH:59]=[C:60]([CH:63]=[CH:64][C:65]=1I)[CH:61]=[O:62]. The catalyst is O.[Pd]. The product is [F:10][C:11]1[CH:12]=[CH:13][C:14]2[N:15]([CH:17]=[C:18]([C:20]([NH:22][C@H:23]3[CH2:24][CH2:25][C@@H:26]([N:29]4[C:34](=[O:35])[C:33]5[CH:36]=[C:37]([F:40])[CH:38]=[N:39][C:32]=5[N:31]([C:41]5[CH:42]=[C:43]([C:65]6[CH:64]=[CH:63][C:60]([CH:61]=[O:62])=[CH:59][C:58]=6[OH:57])[CH:44]=[CH:45][CH:46]=5)[C:30]4=[O:56])[CH2:27][CH2:28]3)=[O:21])[N:19]=2)[CH:16]=1. The yield is 0.100. (9) The reactants are [CH3:1][C:2]1([CH3:16])[CH2:7][C:6]([CH3:9])([CH3:8])[CH2:5][C:4](=[CH:10]C(OCC)=O)[CH2:3]1.[Li][CH3:18].[NH4+].[Cl-].C([O:23][CH2:24][CH3:25])C. No catalyst specified. The product is [CH3:18][C:24]([OH:23])([CH3:25])[CH:10]=[C:4]1[CH2:3][C:2]([CH3:16])([CH3:1])[CH2:7][C:6]([CH3:8])([CH3:9])[CH2:5]1. The yield is 0.860. (10) The reactants are [Br:1][C:2]1[C:10]([OH:11])=[CH:9][CH:8]=[C:7]2[C:3]=1[CH:4]=[C:5]([C:12]([O:14]CC)=[O:13])[NH:6]2.[OH-].[K+].[CH2:19](O)C. The catalyst is O. The product is [Br:1][C:2]1[C:10]([O:11][CH3:19])=[CH:9][CH:8]=[C:7]2[C:3]=1[CH:4]=[C:5]([C:12]([OH:14])=[O:13])[NH:6]2. The yield is 0.960.